From a dataset of Catalyst prediction with 721,799 reactions and 888 catalyst types from USPTO. Predict which catalyst facilitates the given reaction. (1) The catalyst class is: 15. Product: [Br:17][C:8]1[CH:7]=[CH:6][N+:5]([O-:13])=[C:4]([CH:1]([CH3:3])[CH3:2])[CH:9]=1. Reactant: [CH:1]([C:4]1[CH:9]=[C:8]([N+]([O-])=O)[CH:7]=[CH:6][N+:5]=1[O-:13])([CH3:3])[CH3:2].C([Br:17])(=O)C. (2) The catalyst class is: 20. Reactant: C[O:2][C:3](=[O:21])[C@@H:4]([NH:10][C:11]([O:13][CH2:14][C:15]1[CH:20]=[CH:19][CH:18]=[CH:17][CH:16]=1)=[O:12])[CH2:5][C:6]([F:9])([F:8])[F:7].[Li+].[OH-]. Product: [CH2:14]([O:13][C:11]([NH:10][C@@H:4]([CH2:5][C:6]([F:7])([F:9])[F:8])[C:3]([OH:21])=[O:2])=[O:12])[C:15]1[CH:16]=[CH:17][CH:18]=[CH:19][CH:20]=1. (3) Reactant: [Br:1][C:2]1[CH:11]=[CH:10][C:9]([N:12]([CH3:14])[CH3:13])=[CH:8][C:3]=1[C:4]([O:6]C)=[O:5].[H-].[H-].[H-].[H-].[Li+].[Al+3].[CH2:21]1COCC1. Product: [Br:1][C:2]1[CH:11]=[CH:10][C:9]([N:12]([CH3:13])[CH3:14])=[CH:8][C:3]=1[CH2:4][OH:5].[CH3:21][CH:4]([OH:6])[C:3]1[CH:8]=[C:9]([N:12]([CH3:14])[CH3:13])[CH:10]=[CH:11][C:2]=1[Br:1]. The catalyst class is: 1. (4) Reactant: P(Cl)(Cl)([Cl:3])=O.[Br:6][C:7]1[CH:8]=[C:9]2[N:16]([S:17]([C:20]3[CH:25]=[CH:24][CH:23]=[CH:22][CH:21]=3)(=[O:19])=[O:18])[CH:15]=[CH:14][C:10]2=[N+:11]([O-])[CH:12]=1.C(N(CC)CC)C. Product: [C:20]1([S:17]([N:16]2[C:9]3[C:10](=[N:11][C:12]([Cl:3])=[C:7]([Br:6])[CH:8]=3)[CH:14]=[CH:15]2)(=[O:19])=[O:18])[CH:25]=[CH:24][CH:23]=[CH:22][CH:21]=1. The catalyst class is: 2. (5) Reactant: C[O:2][CH2:3][CH2:4]OC.C([Zn]CC)C.ICI.[Br:15][C:16]1[CH:21]=[CH:20][C:19](/[CH:22]=[CH:23]/CO)=[CH:18][CH:17]=1. Product: [Br:15][C:16]1[CH:21]=[CH:20][C:19]([C@H:22]2[CH2:23][C@@H:4]2[CH2:3][OH:2])=[CH:18][CH:17]=1. The catalyst class is: 2.